This data is from Reaction yield outcomes from USPTO patents with 853,638 reactions. The task is: Predict the reaction yield, written as a fraction of the theoretical maximum amount of product (1.0 means a 100% yield; for example, 0.34 means a 34% yield). (1) The reactants are [Cl:1][C:2]1[N:7]=[N:6][C:5]([C:8]2[CH:19]=[CH:18][C:11]([O:12][CH2:13][C@@H:14]([CH3:17])[CH2:15][OH:16])=[CH:10][CH:9]=2)=[CH:4][CH:3]=1.[CH3:20][S:21](Cl)(=[O:23])=[O:22].CCOC(C)=O.O. The catalyst is N1C=CC=CC=1.C1COCC1. The product is [Cl:1][C:2]1[N:7]=[N:6][C:5]([C:8]2[CH:19]=[CH:18][C:11]([O:12][CH2:13][C@@H:14]([CH3:17])[CH2:15][O:16][S:21]([CH3:20])(=[O:23])=[O:22])=[CH:10][CH:9]=2)=[CH:4][CH:3]=1. The yield is 0.910. (2) The reactants are [OH-].[Na+].[F:3][C:4]([F:15])([F:14])[O:5][C:6]1[CH:7]=[C:8]([CH:11]=[CH:12][CH:13]=1)[CH:9]=O.[O:16]=[C:17]([CH3:27])[CH2:18]P(=O)(OCC)OCC. The catalyst is [I-].C([N+](CCCC)(CCCC)CCCC)CCC.C(Cl)Cl. The product is [F:3][C:4]([F:15])([F:14])[O:5][C:6]1[CH:7]=[C:8]([CH:9]=[CH:18][C:17](=[O:16])[CH3:27])[CH:11]=[CH:12][CH:13]=1. The yield is 0.540. (3) The reactants are C(N(CC)CC)C.[N:8]1([C:14]([O:16][C:17]([CH3:20])([CH3:19])[CH3:18])=[O:15])[CH2:13][CH2:12][NH:11][CH2:10][CH2:9]1.Cl[C:22]1[C:23]2[C@H:30]([CH3:31])[CH2:29][CH2:28][C:24]=2[N:25]=[CH:26][N:27]=1.C(OCC)(=O)C. The catalyst is CCCCO. The product is [CH3:31][C@H:30]1[C:23]2[C:22]([N:11]3[CH2:12][CH2:13][N:8]([C:14]([O:16][C:17]([CH3:20])([CH3:19])[CH3:18])=[O:15])[CH2:9][CH2:10]3)=[N:27][CH:26]=[N:25][C:24]=2[CH2:28][CH2:29]1. The yield is 0.741. (4) The reactants are Cl[S:2]([C:5]1[CH:6]=[CH:7][C:8]([F:14])=[C:9]([CH:13]=1)[C:10]([OH:12])=[O:11])(=[O:4])=[O:3].S([O-])([O-])=O.[Na+].[Na+].[OH-].[Na+].OS(O)(=O)=O. The catalyst is O. The product is [F:14][C:8]1[CH:7]=[CH:6][C:5]([S:2]([OH:4])=[O:3])=[CH:13][C:9]=1[C:10]([OH:12])=[O:11]. The yield is 0.720. (5) The reactants are [Cl:1][C:2]1[CH:7]=[C:6]([Cl:8])[N:5]=[CH:4][C:3]=1CO.S(Cl)(Cl)(=O)=O.[C:16]([Cl:20])(Cl)([Cl:18])[Cl:17]. No catalyst specified. The product is [Cl:8][C:6]1[CH:7]=[C:2]([Cl:1])[C:3]([C:16]([Cl:20])([Cl:18])[Cl:17])=[CH:4][N:5]=1. The yield is 0.120. (6) The product is [CH:1]1([C:4]2[CH:41]=[CH:40][C:7]([CH2:8][O:9][C:10]3[CH:15]=[CH:14][C:13]([CH:16]4[CH2:17][N:18]([C:20]([C:22]5[CH:27]=[C:26]([CH2:28][O:29][CH2:30][C@@H:31]([OH:32])[CH2:35][OH:34])[CH:25]=[CH:24][N:23]=5)=[O:21])[CH2:19]4)=[CH:12][C:11]=3[O:38][CH3:39])=[CH:6][CH:5]=2)[CH2:3][CH2:2]1. The yield is 0.380. The reactants are [CH:1]1([C:4]2[CH:41]=[CH:40][C:7]([CH2:8][O:9][C:10]3[CH:15]=[CH:14][C:13]([CH:16]4[CH2:19][N:18]([C:20]([C:22]5[CH:27]=[C:26]([CH2:28][O:29][CH2:30][C@@H:31]6[CH2:35][O:34]C(C)(C)[O:32]6)[CH:25]=[CH:24][N:23]=5)=[O:21])[CH2:17]4)=[CH:12][C:11]=3[O:38][CH3:39])=[CH:6][CH:5]=2)[CH2:3][CH2:2]1.C1(C2C=CC(COC3C=CC(C4CN(C(C5C=C([C@H](C6COC(C)(C)O6)OC)C=CN=5)=O)C4)=CC=3OC)=CC=2)CC1.Cl. The catalyst is O1CCCC1. (7) The reactants are CS(O)(=O)=O.[NH2:6][CH2:7][C:8]1[CH:9]=[C:10]2[C:14](=[CH:15][CH:16]=1)[C:13](=[O:17])[N:12]([CH:18]1[CH2:23][CH2:22][C:21](=[O:24])[NH:20][C:19]1=[O:25])[CH2:11]2.[F:26][C:27]([F:42])([C:31]1[CH:36]=[CH:35][C:34]([S:37][C:38]([F:41])([F:40])[F:39])=[CH:33][CH:32]=1)[C:28](O)=[O:29].C(N(CC)C(C)C)(C)C.F[P-](F)(F)(F)(F)F.CN(C(N(C)C)=[N+]1C2C(=NC=CC=2)[N+]([O-])=N1)C. The catalyst is CN(C)C=O.O. The product is [O:25]=[C:19]1[CH:18]([N:12]2[CH2:11][C:10]3[C:14](=[CH:15][CH:16]=[C:8]([CH2:7][NH:6][C:28](=[O:29])[C:27]([F:42])([F:26])[C:31]4[CH:32]=[CH:33][C:34]([S:37][C:38]([F:39])([F:40])[F:41])=[CH:35][CH:36]=4)[CH:9]=3)[C:13]2=[O:17])[CH2:23][CH2:22][C:21](=[O:24])[NH:20]1. The yield is 0.0700.